Dataset: Merck oncology drug combination screen with 23,052 pairs across 39 cell lines. Task: Regression. Given two drug SMILES strings and cell line genomic features, predict the synergy score measuring deviation from expected non-interaction effect. (1) Drug 1: CN(Cc1cnc2nc(N)nc(N)c2n1)c1ccc(C(=O)NC(CCC(=O)O)C(=O)O)cc1. Drug 2: COC1CC2CCC(C)C(O)(O2)C(=O)C(=O)N2CCCCC2C(=O)OC(C(C)CC2CCC(OP(C)(C)=O)C(OC)C2)CC(=O)C(C)C=C(C)C(O)C(OC)C(=O)C(C)CC(C)C=CC=CC=C1C. Cell line: RPMI7951. Synergy scores: synergy=-33.3. (2) Drug 1: C=CCn1c(=O)c2cnc(Nc3ccc(N4CCN(C)CC4)cc3)nc2n1-c1cccc(C(C)(C)O)n1. Drug 2: CNC(=O)c1cc(Oc2ccc(NC(=O)Nc3ccc(Cl)c(C(F)(F)F)c3)cc2)ccn1. Cell line: T47D. Synergy scores: synergy=3.39. (3) Drug 1: CC1CC2C3CCC4=CC(=O)C=CC4(C)C3(F)C(O)CC2(C)C1(O)C(=O)CO. Drug 2: COC1=C2CC(C)CC(OC)C(O)C(C)C=C(C)C(OC(N)=O)C(OC)C=CC=C(C)C(=O)NC(=CC1=O)C2=O. Synergy scores: synergy=6.64. Cell line: DLD1.